This data is from Catalyst prediction with 721,799 reactions and 888 catalyst types from USPTO. The task is: Predict which catalyst facilitates the given reaction. (1) Product: [CH2:1]([O:8][C:9]([N:11]1[CH2:16][CH2:15][CH:14]([C@@H:17]([NH2:20])[CH2:18][CH3:19])[CH2:13][CH:12]1[C:28](=[O:30])[NH2:29])=[O:10])[C:2]1[CH:7]=[CH:6][CH:5]=[CH:4][CH:3]=1. Reactant: [CH2:1]([O:8][C:9]([N:11]1[CH2:16][CH2:15][CH:14]([C@@H:17]([NH:20]C(OC(C)(C)C)=O)[CH2:18][CH3:19])[CH2:13][CH:12]1[C:28](=[O:30])[NH2:29])=[O:10])[C:2]1[CH:7]=[CH:6][CH:5]=[CH:4][CH:3]=1.FC(F)(F)C(O)=O. The catalyst class is: 2. (2) Reactant: [OH:1][CH2:2][C:3]1[C:12]2([CH2:15][CH2:14][CH2:13]2)[O:11][C:10]2[C:5](=[C:6]([CH3:19])[C:7]([OH:18])=[C:8]([CH3:17])[C:9]=2[CH3:16])[CH:4]=1.[H][H]. Product: [OH:1][CH2:2][CH:3]1[C:12]2([CH2:15][CH2:14][CH2:13]2)[O:11][C:10]2[C:5](=[C:6]([CH3:19])[C:7]([OH:18])=[C:8]([CH3:17])[C:9]=2[CH3:16])[CH2:4]1. The catalyst class is: 45. (3) Product: [C:1]([O:5][C:6](=[O:26])[CH2:7][CH2:8][N:9]([C:15]1[CH:20]=[CH:19][C:18]([C:21]([F:23])([F:24])[F:22])=[C:17]([Cl:25])[CH:16]=1)[CH2:10][CH2:11][OH:12])([CH3:4])([CH3:2])[CH3:3]. The catalyst class is: 5. Reactant: [C:1]([O:5][C:6](=[O:26])[CH2:7][CH2:8][N:9]([C:15]1[CH:20]=[CH:19][C:18]([C:21]([F:24])([F:23])[F:22])=[C:17]([Cl:25])[CH:16]=1)[CH2:10][C:11](OC)=[O:12])([CH3:4])([CH3:3])[CH3:2].[Li+].[BH4-].